From a dataset of CYP2C9 inhibition data for predicting drug metabolism from PubChem BioAssay. Regression/Classification. Given a drug SMILES string, predict its absorption, distribution, metabolism, or excretion properties. Task type varies by dataset: regression for continuous measurements (e.g., permeability, clearance, half-life) or binary classification for categorical outcomes (e.g., BBB penetration, CYP inhibition). Dataset: cyp2c9_veith. (1) The molecule is C=CCN1C(=O)NC(=O)/C(=C/c2cccn2C)C1=O. The result is 0 (non-inhibitor). (2) The drug is Cl.OC(c1ccccc1)(c1ccc(F)cc1)C(c1ccccc1)N1CCOCC1. The result is 1 (inhibitor). (3) The molecule is O=C(CCN1C(=O)C2C3C=CC(C3)C2C1=O)Nc1c(F)cccc1F. The result is 0 (non-inhibitor). (4) The molecule is COc1cc2c(cc1NC(=O)Nc1ccccc1)oc1ccccc12. The result is 1 (inhibitor). (5) The molecule is CS(=O)(=O)N1CCC[C@@]2(CCN(Cc3ccccc3)C2)C1. The result is 0 (non-inhibitor).